From a dataset of Forward reaction prediction with 1.9M reactions from USPTO patents (1976-2016). Predict the product of the given reaction. (1) Given the reactants [Cl:1][C:2]1[CH:7]=[CH:6][N:5]=[C:4]([NH:8][C:9]2[CH:14]=[CH:13][CH:12]=[CH:11][CH:10]=2)[N:3]=1.[Cl:15][S:16](O)(=[O:18])=[O:17], predict the reaction product. The product is: [ClH:1].[Cl:1][C:2]1[CH:7]=[CH:6][N:5]=[C:4]([NH:8][C:9]2[CH:14]=[CH:13][C:12]([S:16]([Cl:15])(=[O:18])=[O:17])=[CH:11][CH:10]=2)[N:3]=1. (2) Given the reactants Cl.[CH3:2][O:3][C:4]1[CH:9]=[CH:8][C:7]([N:10]2[C:14]([C:15]3[CH:22]=[CH:21][C:18]([CH2:19][NH2:20])=[CH:17][CH:16]=3)=[CH:13][C:12]([C:23]([F:26])([F:25])[F:24])=[N:11]2)=[CH:6][CH:5]=1.C(N(CC)CC)C.[CH3:34][S:35](Cl)(=[O:37])=[O:36], predict the reaction product. The product is: [CH3:2][O:3][C:4]1[CH:5]=[CH:6][C:7]([N:10]2[C:14]([C:15]3[CH:22]=[CH:21][C:18]([CH2:19][NH:20][S:35]([CH3:34])(=[O:37])=[O:36])=[CH:17][CH:16]=3)=[CH:13][C:12]([C:23]([F:26])([F:24])[F:25])=[N:11]2)=[CH:8][CH:9]=1. (3) Given the reactants [CH2:1]([O:8][C:9]1[CH:21]=[C:20]2[C:12]([C:13]3[CH:14]=[CH:15][C:16]([OH:22])=[CH:17][C:18]=3[NH:19]2)=[CH:11][CH:10]=1)[C:2]1C=CC=CC=1.C(=O)([O-])[O-].[Cs+].[Cs+].BrCC[F:32], predict the reaction product. The product is: [F:32][CH2:2][CH2:1][O:8][C:9]1[CH:21]=[C:20]2[C:12]([C:13]3[CH:14]=[CH:15][C:16]([OH:22])=[CH:17][C:18]=3[NH:19]2)=[CH:11][CH:10]=1. (4) Given the reactants [F:1][C:2]([F:36])([F:35])[C:3]1[CH:4]=[C:5]([C:13]([CH3:34])([CH3:33])[C:14]([N:16]([C:18]2[CH:19]=[N:20][C:21](Cl)=[CH:22][C:23]=2[C:24]2[CH:29]=[CH:28][C:27]([F:30])=[CH:26][C:25]=2[CH3:31])[CH3:17])=[O:15])[CH:6]=[C:7]([C:9]([F:12])([F:11])[F:10])[CH:8]=1.[S:37]1[CH2:41][CH2:40][NH:39][CH2:38]1, predict the reaction product. The product is: [F:1][C:2]([F:36])([F:35])[C:3]1[CH:4]=[C:5]([C:13]([CH3:34])([CH3:33])[C:14]([N:16]([C:18]2[CH:19]=[N:20][C:21]([N:39]3[CH2:40][CH2:41][S:37][CH2:38]3)=[CH:22][C:23]=2[C:24]2[CH:29]=[CH:28][C:27]([F:30])=[CH:26][C:25]=2[CH3:31])[CH3:17])=[O:15])[CH:6]=[C:7]([C:9]([F:12])([F:11])[F:10])[CH:8]=1.